Dataset: Forward reaction prediction with 1.9M reactions from USPTO patents (1976-2016). Task: Predict the product of the given reaction. (1) Given the reactants [CH3:1][C:2]1([CH3:14])[C:6]([CH3:8])([CH3:7])[O:5][B:4]([C:9]2[CH:10]=[N:11][NH:12][CH:13]=2)[O:3]1.[CH3:15][O:16][C:17](=[O:22])[C:18](Br)([CH3:20])[CH3:19].C([O-])([O-])=O.[Cs+].[Cs+], predict the reaction product. The product is: [CH3:15][O:16][C:17](=[O:22])[C:18]([CH3:20])([N:12]1[CH:13]=[C:9]([B:4]2[O:5][C:6]([CH3:7])([CH3:8])[C:2]([CH3:14])([CH3:1])[O:3]2)[CH:10]=[N:11]1)[CH3:19]. (2) Given the reactants [C:1]([O:5][C:6]([N:8]1[CH2:13][CH2:12][N:11]([C:14]2[CH:19]=[CH:18][CH:17]=[CH:16][C:15]=2[C:20]#[N:21])[CH2:10][CH2:9]1)=[O:7])([CH3:4])([CH3:3])[CH3:2].[Cl:22]N1C(=O)CCC1=O, predict the reaction product. The product is: [C:1]([O:5][C:6]([N:8]1[CH2:9][CH2:10][N:11]([C:14]2[CH:19]=[CH:18][C:17]([Cl:22])=[CH:16][C:15]=2[C:20]#[N:21])[CH2:12][CH2:13]1)=[O:7])([CH3:4])([CH3:2])[CH3:3]. (3) The product is: [CH2:4]([O:11][C:12]1[CH:13]=[CH:14][C:15]([CH:16]=[C:45]2[CH2:46][CH2:47][C:42]3([O:41][CH2:40][CH2:39][O:38]3)[CH2:43][CH2:44]2)=[CH:36][CH:37]=1)[C:5]1[CH:6]=[CH:7][CH:8]=[CH:9][CH:10]=1. Given the reactants [H-].[Na+].[Cl-].[CH2:4]([O:11][C:12]1[CH:37]=[CH:36][C:15]([CH2:16][P+](C2C=CC=CC=2)(C2C=CC=CC=2)C2C=CC=CC=2)=[CH:14][CH:13]=1)[C:5]1[CH:10]=[CH:9][CH:8]=[CH:7][CH:6]=1.[O:38]1[C:42]2([CH2:47][CH2:46][C:45](=O)[CH2:44][CH2:43]2)[O:41][CH2:40][CH2:39]1, predict the reaction product. (4) Given the reactants [Cl:1][S:2]([OH:5])(=O)=[O:3].[CH3:6][C:7]1[CH:8]=[C:9]([O:14][CH3:15])[CH:10]=[C:11]([CH3:13])[CH:12]=1, predict the reaction product. The product is: [CH3:15][O:14][C:9]1[CH:10]=[C:11]([CH3:13])[C:12]([S:2]([Cl:1])(=[O:5])=[O:3])=[C:7]([CH3:6])[CH:8]=1. (5) Given the reactants [NH:1]([C:73]([O:75][C:76]([CH3:79])([CH3:78])[CH3:77])=[O:74])[C@H:2]([C:18]([NH:20][C@H:21]([C:26]([N:28]1[CH2:72][CH2:71][CH2:70][C@H:29]1[C:30]([NH:32][C@H:33]([C:51]([N:53]1[CH2:69][CH2:68][CH2:67][C@H:54]1[C:55]([NH:57][CH2:58][CH2:59][CH2:60][C:61]1[CH:66]=[CH:65][CH:64]=[CH:63][CH:62]=1)=[O:56])=[O:52])[CH2:34][CH2:35][CH2:36][NH:37][C:38](=[NH:50])[NH:39]C(OCC1C=CC=CC=1)=O)=[O:31])=[O:27])[CH2:22][CH:23]([CH3:25])[CH3:24])=[O:19])[CH2:3][C:4]1[CH:9]=[CH:8][C:7]([O:10]CC2C=CC=CC=2)=[CH:6][CH:5]=1.[H][H], predict the reaction product. The product is: [NH:1]([C:73]([O:75][C:76]([CH3:78])([CH3:77])[CH3:79])=[O:74])[C@H:2]([C:18]([NH:20][C@H:21]([C:26]([N:28]1[CH2:72][CH2:71][CH2:70][C@H:29]1[C:30]([NH:32][C@H:33]([C:51]([N:53]1[CH2:69][CH2:68][CH2:67][C@H:54]1[C:55]([NH:57][CH2:58][CH2:59][CH2:60][C:61]1[CH:66]=[CH:65][CH:64]=[CH:63][CH:62]=1)=[O:56])=[O:52])[CH2:34][CH2:35][CH2:36][NH:37][C:38](=[NH:39])[NH2:50])=[O:31])=[O:27])[CH2:22][CH:23]([CH3:25])[CH3:24])=[O:19])[CH2:3][C:4]1[CH:9]=[CH:8][C:7]([OH:10])=[CH:6][CH:5]=1. (6) Given the reactants C(N[CH:5]([CH3:7])[CH3:6])(C)C.C([Li])CCC.[C:13]([O:16][CH2:17][CH3:18])(=[O:15])[CH3:14].[CH:19]([C@@H:21]([NH:25][C:26](=[O:35])[O:27][CH2:28][C:29]1[CH:34]=[CH:33][CH:32]=[CH:31][CH:30]=1)[CH:22]([CH3:24])[CH3:23])=[O:20].[C:36]([OH:39])(=[O:38])[CH3:37], predict the reaction product. The product is: [CH2:28]([O:27][C:26]([NH:25][C@@H:21]([CH:22]([CH3:24])[CH3:23])[C@@H:19]([OH:20])[CH2:14][C:13]([O:16][CH2:17][CH3:18])=[O:15])=[O:35])[C:29]1[CH:34]=[CH:33][CH:32]=[CH:31][CH:30]=1.[CH2:28]([O:27][C:26]([NH:25][CH:37]([CH:13]([OH:15])[CH2:14][CH:5]([CH3:6])[CH3:7])[C:36]([O-:39])=[O:38])=[O:35])[C:29]1[CH:34]=[CH:33][CH:32]=[CH:31][CH:30]=1.